From a dataset of Full USPTO retrosynthesis dataset with 1.9M reactions from patents (1976-2016). Predict the reactants needed to synthesize the given product. Given the product [CH3:1][O:2][C:3]1[CH:4]=[CH:5][C:6]([C:7]([NH:9][C:10]2[C:11]([NH:16][C:28]([C:26]3[O:27][C:23]4[CH:22]=[CH:21][C:20]([Cl:19])=[CH:31][C:24]=4[CH:25]=3)=[O:29])=[CH:12][CH:13]=[CH:14][CH:15]=2)=[O:8])=[CH:17][CH:18]=1, predict the reactants needed to synthesize it. The reactants are: [CH3:1][O:2][C:3]1[CH:18]=[CH:17][C:6]([C:7]([NH:9][C:10]2[C:11]([NH2:16])=[CH:12][CH:13]=[CH:14][CH:15]=2)=[O:8])=[CH:5][CH:4]=1.[Cl:19][C:20]1[CH:21]=[CH:22][C:23]2[O:27][C:26]([C:28](O)=[O:29])=[CH:25][C:24]=2[CH:31]=1.Cl.CN(C)CCCN=C=NCC.